Dataset: Forward reaction prediction with 1.9M reactions from USPTO patents (1976-2016). Task: Predict the product of the given reaction. (1) Given the reactants [Br:1][C:2]1[CH:11]=[CH:10][C:9]2[O:8][C@@H:7]3[CH2:12][C@H:13]([O:17][CH2:18][CH3:19])[O:14][C:15]([CH3:16])=[C:6]3[C:5](=[O:20])[C:4]=2[CH:3]=1.CC(C[AlH]CC(C)C)C, predict the reaction product. The product is: [Br:1][C:2]1[CH:11]=[CH:10][C:9]2[O:8][C@@H:7]3[CH2:12][CH:13]([O:17][CH2:18][CH3:19])[O:14][C@H:15]([CH3:16])[C@H:6]3[C:5](=[O:20])[C:4]=2[CH:3]=1. (2) Given the reactants [F:1][C:2]1[CH:22]=[C:21]([F:23])[CH:20]=[CH:19][C:3]=1[O:4][C:5]1[CH:6]=[C:7]2[C:11](=[CH:12][C:13]=1[OH:14])[N:10]([CH2:15][CH:16]([CH3:18])[CH3:17])[N:9]=[CH:8]2.C([O-])([O-])=O.[Cs+].[Cs+].C(OC([N:37]1[CH2:42][CH2:41][O:40][CH:39]([CH2:43]Br)[CH2:38]1)=O)(C)(C)C, predict the reaction product. The product is: [F:1][C:2]1[CH:22]=[C:21]([F:23])[CH:20]=[CH:19][C:3]=1[O:4][C:5]1[CH:6]=[C:7]2[C:11](=[CH:12][C:13]=1[O:14][CH2:43][CH:39]1[O:40][CH2:41][CH2:42][NH:37][CH2:38]1)[N:10]([CH2:15][CH:16]([CH3:18])[CH3:17])[N:9]=[CH:8]2.